From a dataset of Peptide-MHC class I binding affinity with 185,985 pairs from IEDB/IMGT. Regression. Given a peptide amino acid sequence and an MHC pseudo amino acid sequence, predict their binding affinity value. This is MHC class I binding data. (1) The peptide sequence is LPYPVLLKI. The MHC is HLA-B46:01 with pseudo-sequence HLA-B46:01. The binding affinity (normalized) is 0.0847. (2) The peptide sequence is TSNLQEQIGW. The MHC is HLA-B40:02 with pseudo-sequence HLA-B40:02. The binding affinity (normalized) is 0.